From a dataset of Catalyst prediction with 721,799 reactions and 888 catalyst types from USPTO. Predict which catalyst facilitates the given reaction. (1) Reactant: O.NN.P(Cl)(Cl)(Cl)(Cl)Cl.Br.F[C:12]1C=CC(OC)=CC=1C#N.[F:22][C:23]1[CH:31]=[CH:30][C:29]([OH:32])=[CH:28][C:24]=1[C:25]([OH:27])=[O:26]. Product: [F:22][C:23]1[CH:31]=[CH:30][C:29]([OH:32])=[CH:28][C:24]=1[C:25]([O:27][CH3:12])=[O:26]. The catalyst class is: 5. (2) Reactant: C(OC([N:6]1[CH2:11][CH2:10][CH:9]([NH:12][C:13]2[CH:18]=[CH:17][CH:16]=[CH:15][C:14]=2[NH2:19])[CH2:8][CH2:7]1)=O)C.C(N(CC)CC)C.[C:27](Cl)(Cl)=[S:28]. Product: [NH:6]1[CH2:7][CH2:8][CH:9]([N:12]2[C:13]3[CH:18]=[CH:17][CH:16]=[CH:15][C:14]=3[NH:19][C:27]2=[S:28])[CH2:10][CH2:11]1. The catalyst class is: 2. (3) Reactant: [OH-].[K+].[OH:3][C:4]1[CH:11]=[CH:10][C:7]([CH:8]=O)=[CH:6][C:5]=1[CH3:12].[C:13]([C:16]1[CH:36]=[CH:35][C:19]([O:20][CH2:21][CH:22]2[CH2:27][CH2:26][N:25]([C:28]([O:30][C:31]([CH3:34])([CH3:33])[CH3:32])=[O:29])[CH2:24][CH2:23]2)=[CH:18][C:17]=1[CH3:37])(=[O:15])[CH3:14]. Product: [OH:3][C:4]1[CH:11]=[CH:10][C:7](/[CH:8]=[CH:14]/[C:13]([C:16]2[CH:36]=[CH:35][C:19]([O:20][CH2:21][CH:22]3[CH2:23][CH2:24][N:25]([C:28]([O:30][C:31]([CH3:32])([CH3:33])[CH3:34])=[O:29])[CH2:26][CH2:27]3)=[CH:18][C:17]=2[CH3:37])=[O:15])=[CH:6][C:5]=1[CH3:12]. The catalyst class is: 14. (4) Reactant: [CH3:1]S(C)=O.[CH2:5]=[O:6].[C:7](=[O:10])([O-])[OH:8].[Na+].[OH:12][C:13]1[C:25]([C:26]([F:29])([F:28])[F:27])=[CH:24][CH:23]=[C:22]([CH2:30][O:31][C:32]2[CH:37]=[CH:36][C:35]([C:38]3[CH:43]=[CH:42][C:41]([CH2:44][C:45]([O:47][CH3:48])=[O:46])=[CH:40][CH:39]=3)=[CH:34][CH:33]=2)[C:14]=1[C:15]([O:17][C:18]([CH3:21])([CH3:20])[CH3:19])=[O:16]. Product: [OH:12][C:13]1[C:25]([C:26]([F:28])([F:29])[F:27])=[CH:24][CH:23]=[C:22]([CH2:30][O:31][C:32]2[CH:37]=[CH:36][C:35]([C:38]3[CH:43]=[CH:42][C:41]([CH:44]([C:45]([O:47][CH3:48])=[O:46])[CH2:7][OH:8])=[CH:40][CH:39]=3)=[CH:34][CH:33]=2)[C:14]=1[C:15]([O:17][C:18]([CH3:19])([CH3:20])[CH3:21])=[O:16].[OH:12][C:13]1[C:25]([C:26]([F:28])([F:29])[F:27])=[CH:24][CH:23]=[C:22]([CH2:30][O:31][C:32]2[CH:37]=[CH:36][C:35]([C:38]3[CH:43]=[CH:42][C:41]([C:44]([C:45]([O:47][CH3:48])=[O:46])=[CH2:1])=[CH:40][CH:39]=3)=[CH:34][CH:33]=2)[C:14]=1[C:15]([O:17][C:18]([CH3:19])([CH3:20])[CH3:21])=[O:16].[OH:12][C:13]1[C:25]([C:26]([F:28])([F:29])[F:27])=[CH:24][CH:23]=[C:22]([CH2:30][O:31][C:32]2[CH:37]=[CH:36][C:35]([C:38]3[CH:43]=[CH:42][C:41]([C:44]([CH2:7][OH:10])([C:45]([O:47][CH3:48])=[O:46])[CH2:5][OH:6])=[CH:40][CH:39]=3)=[CH:34][CH:33]=2)[C:14]=1[C:15]([O:17][C:18]([CH3:19])([CH3:20])[CH3:21])=[O:16]. The catalyst class is: 13. (5) Reactant: N(C(OCC)=O)=NC(OCC)=O.[CH3:13][S:14][C:15]1[C:24]2[C:19](=[CH:20][C:21]([OH:25])=[CH:22][CH:23]=2)[N:18]=[CH:17][N:16]=1.C1(P(C2C=CC=CC=2)C2C=CC=CC=2)C=CC=CC=1.[N:45]1([CH2:51][CH2:52][O:53][CH2:54][CH2:55]O)[CH2:50][CH2:49][O:48][CH2:47][CH2:46]1. Product: [CH3:13][S:14][C:15]1[C:24]2[C:19](=[CH:20][C:21]([O:25][CH2:55][CH2:54][O:53][CH2:52][CH2:51][N:45]3[CH2:50][CH2:49][O:48][CH2:47][CH2:46]3)=[CH:22][CH:23]=2)[N:18]=[CH:17][N:16]=1. The catalyst class is: 2.